The task is: Predict the reaction yield, written as a fraction of the theoretical maximum amount of product (1.0 means a 100% yield; for example, 0.34 means a 34% yield).. This data is from Reaction yield outcomes from USPTO patents with 853,638 reactions. (1) The reactants are [NH2:1][C:2]1[CH:3]=[C:4]2[C:8](=[CH:9][CH:10]=1)[NH:7][CH:6]=[C:5]2[CH2:11][CH2:12][N:13]([CH3:15])[CH3:14].[Cl:16][C:17]1[CH:30]=[CH:29][C:20]2[S:21][C:22]([S:25](Cl)(=[O:27])=[O:26])=[C:23]([CH3:24])[C:19]=2[CH:18]=1. The catalyst is N1C=CC=CC=1. The product is [CH3:15][N:13]([CH3:14])[CH2:12][CH2:11][C:5]1[C:4]2[C:8](=[CH:9][CH:10]=[C:2]([NH:1][S:25]([C:22]3[S:21][C:20]4[CH:29]=[CH:30][C:17]([Cl:16])=[CH:18][C:19]=4[C:23]=3[CH3:24])(=[O:27])=[O:26])[CH:3]=2)[NH:7][CH:6]=1. The yield is 0.820. (2) The reactants are [Br:1][C:2]1[CH:3]=[C:4]2[C:8](=[CH:9][CH:10]=1)[NH:7][CH:6]=[CH:5]2.[CH3:11]I. No catalyst specified. The product is [Br:1][C:2]1[CH:3]=[C:4]2[C:8](=[CH:9][CH:10]=1)[N:7]([CH3:11])[CH:6]=[CH:5]2. The yield is 0.940. (3) The reactants are [CH2:1]([O:3][C:4](=[O:29])[CH2:5][C:6]1[CH:11]=[CH:10][C:9]([NH:12][C:13]([NH:15][C:16]2[S:17][C:18](Br)=[CH:19][N:20]=2)=[O:14])=[C:8]([C:22]([CH:24]2[CH2:28][CH2:27][CH2:26][CH2:25]2)=[O:23])[CH:7]=1)[CH3:2].[SH:30][C:31]1[CH:36]=[CH:35][CH:34]=[CH:33][N:32]=1. No catalyst specified. The product is [CH2:1]([O:3][C:4](=[O:29])[CH2:5][C:6]1[CH:11]=[CH:10][C:9]([NH:12][C:13]([NH:15][C:16]2[S:17][C:18]([S:30][C:31]3[CH:36]=[CH:35][CH:34]=[CH:33][N:32]=3)=[CH:19][N:20]=2)=[O:14])=[C:8]([C:22]([CH:24]2[CH2:28][CH2:27][CH2:26][CH2:25]2)=[O:23])[CH:7]=1)[CH3:2]. The yield is 0.300. (4) The reactants are N[C:2]1[CH:3]=[CH:4][C:5]([Cl:8])=[N:6][CH:7]=1.N([O-])=O.[Na+].[S:13](=[O:15])=[O:14].[ClH:16]. No catalyst specified. The product is [Cl:8][C:5]1[N:6]=[CH:7][C:2]([S:13]([Cl:16])(=[O:15])=[O:14])=[CH:3][CH:4]=1. The yield is 0.580. (5) The reactants are [CH3:1][NH:2][C:3]1[CH:8]=[CH:7][CH:6]=[C:5]([CH2:9][N:10]2[CH2:15][CH2:14][N:13]([CH3:16])[CH2:12][CH2:11]2)[CH:4]=1.[CH2:17]([O:24][C:25]1[CH:30]=[CH:29][C:28](Br)=[CH:27][CH:26]=1)[C:18]1[CH:23]=[CH:22][CH:21]=[CH:20][CH:19]=1.CC([O-])(C)C.[K+]. The catalyst is C1(C)C=CC=CC=1.C1C=CC(/C=C/C(/C=C/C2C=CC=CC=2)=O)=CC=1.C1C=CC(/C=C/C(/C=C/C2C=CC=CC=2)=O)=CC=1.C1C=CC(/C=C/C(/C=C/C2C=CC=CC=2)=O)=CC=1.[Pd].[Pd].C1(C2C=CC=CC=2)C=CC=CC=1P(C1CCCCC1)C1CCCCC1. The product is [CH2:17]([O:24][C:25]1[CH:30]=[CH:29][C:28]([N:2]([CH3:1])[C:3]2[CH:8]=[CH:7][CH:6]=[C:5]([CH2:9][N:10]3[CH2:11][CH2:12][N:13]([CH3:16])[CH2:14][CH2:15]3)[CH:4]=2)=[CH:27][CH:26]=1)[C:18]1[CH:23]=[CH:22][CH:21]=[CH:20][CH:19]=1. The yield is 0.700. (6) The reactants are C([O:5][C:6]([C:8]1([NH:11][C:12]([C:14]2[N:18]3[C@@:19]([CH2:32][C:33]4[CH:38]=[CH:37][C:36]([C:39]#[N:40])=[CH:35][CH:34]=4)([CH3:31])[C:20](=[O:30])[N:21]([C:22]4[CH:27]=[C:26]([Cl:28])[CH:25]=[C:24]([Cl:29])[CH:23]=4)[C:17]3=[N:16][CH:15]=2)=[O:13])[CH2:10][CH2:9]1)=[O:7])(C)(C)C.C(O)(C(F)(F)F)=O. The catalyst is C(Cl)Cl. The product is [C:39]([C:36]1[CH:37]=[CH:38][C:33]([CH2:32][C@@:19]2([CH3:31])[N:18]3[C:14]([C:12]([NH:11][C:8]4([C:6]([OH:7])=[O:5])[CH2:9][CH2:10]4)=[O:13])=[CH:15][N:16]=[C:17]3[N:21]([C:22]3[CH:27]=[C:26]([Cl:28])[CH:25]=[C:24]([Cl:29])[CH:23]=3)[C:20]2=[O:30])=[CH:34][CH:35]=1)#[N:40]. The yield is 0.990. (7) The reactants are [Cl:1][C:2]1[C:6]([CH2:7][CH3:8])=[C:5]([C:9]2[CH:10]=[C:11]([C:14]([NH:16][C@@H:17]([CH2:30][C:31]3[CH:36]=[CH:35][CH:34]=[CH:33][C:32]=3[C:37]([F:40])([F:39])[F:38])[CH2:18][N:19]3C(=O)C4C(=CC=CC=4)C3=O)=[O:15])[S:12][CH:13]=2)[N:4]([CH3:41])[N:3]=1.NN. The catalyst is O1CCCC1.CO. The product is [NH2:19][CH2:18][C@@H:17]([NH:16][C:14]([C:11]1[S:12][CH:13]=[C:9]([C:5]2[N:4]([CH3:41])[N:3]=[C:2]([Cl:1])[C:6]=2[CH2:7][CH3:8])[CH:10]=1)=[O:15])[CH2:30][C:31]1[CH:36]=[CH:35][CH:34]=[CH:33][C:32]=1[C:37]([F:40])([F:39])[F:38]. The yield is 0.830. (8) The reactants are [CH2:1]([N:3]([CH2:19][CH3:20])[CH2:4][CH2:5][N:6]1[CH2:11][CH2:10][C:9]2[NH:12][C:13]([CH:16]=O)=[C:14]([CH3:15])[C:8]=2[C:7]1=[O:18])[CH3:2].[Br:21][C:22]1[CH:23]=[C:24]2[C:28](=[CH:29][CH:30]=1)[NH:27][C:26](=[O:31])[CH2:25]2. No catalyst specified. The product is [Br:21][C:22]1[CH:23]=[C:24]2[C:28](=[CH:29][CH:30]=1)[NH:27][C:26](=[O:31])[C:25]2=[CH:16][C:13]1[NH:12][C:9]2[CH2:10][CH2:11][N:6]([CH2:5][CH2:4][N:3]3[CH2:19][CH2:20][CH2:2][CH2:1]3)[C:7](=[O:18])[C:8]=2[C:14]=1[CH3:15]. The yield is 0.942. (9) The reactants are [C:1]([O:8][CH3:9])(=[O:7])[CH2:2][C:3]([O:5][CH3:6])=[O:4].C[O-].[Na+].[N:13]([CH2:16][Si:17]([O:21][CH3:22])([O:19][CH3:20])[CH3:18])=[C:14]=[O:15]. No catalyst specified. The product is [CH3:20][O:19][Si:17]([CH2:16][NH:13][C:14]([CH:2]([C:1]([O:8][CH3:9])=[O:7])[C:3]([O:5][CH3:6])=[O:4])=[O:15])([O:21][CH3:22])[CH3:18]. The yield is 0.560. (10) The reactants are Cl[C:2]1[N:7]=[C:6]([CH2:8][CH2:9][C:10]2[CH:15]=[CH:14][CH:13]=[CH:12][C:11]=2[CH2:16][C:17]([NH2:19])=[O:18])[C:5]([CH3:20])=[CH:4][N:3]=1.CC1(C)C2C(=C(P(C3C=CC=CC=3)C3C=CC=CC=3)C=CC=2)OC2C(P(C3C=CC=CC=3)C3C=CC=CC=3)=CC=CC1=2.C([O-])([O-])=O.[Cs+].[Cs+].[NH2:69][C:70]1[CH:75]=[CH:74][C:73]([C:76]2([NH:80][C:81](=[O:84])[O:82][CH3:83])[CH2:79][CH2:78][CH2:77]2)=[CH:72][CH:71]=1. The catalyst is O1CCOCC1.CC([O-])=O.CC([O-])=O.[Pd+2]. The product is [NH2:19][C:17](=[O:18])[CH2:16][C:11]1[CH:12]=[CH:13][CH:14]=[CH:15][C:10]=1[CH2:9][CH2:8][C:6]1[C:5]([CH3:20])=[CH:4][N:3]=[C:2]([NH:69][C:70]2[CH:71]=[CH:72][C:73]([C:76]3([NH:80][C:81](=[O:84])[O:82][CH3:83])[CH2:77][CH2:78][CH2:79]3)=[CH:74][CH:75]=2)[N:7]=1. The yield is 0.350.